This data is from Reaction yield outcomes from USPTO patents with 853,638 reactions. The task is: Predict the reaction yield, written as a fraction of the theoretical maximum amount of product (1.0 means a 100% yield; for example, 0.34 means a 34% yield). (1) The reactants are [C:1]([NH:5][S:6]([C:9]1[CH:10]=[N:11][N:12]2[C:17]([NH:18][C:19]3[CH:24]=[CH:23][CH:22]=[CH:21][C:20]=3[Cl:25])=[C:16]([C:26]([O:28]CC)=O)[CH:15]=[N:14][C:13]=12)(=[O:8])=[O:7])([CH3:4])([CH3:3])[CH3:2].[F:31][C:32]1[CH:37]=[CH:36][C:35]([CH:38]2[CH2:43][CH2:42][NH:41][CH2:40][CH2:39]2)=[CH:34][CH:33]=1. The product is [C:1]([NH:5][S:6]([C:9]1[CH:10]=[N:11][N:12]2[C:17]([NH:18][C:19]3[CH:24]=[CH:23][CH:22]=[CH:21][C:20]=3[Cl:25])=[C:16]([C:26]([N:41]3[CH2:42][CH2:43][CH:38]([C:35]4[CH:34]=[CH:33][C:32]([F:31])=[CH:37][CH:36]=4)[CH2:39][CH2:40]3)=[O:28])[CH:15]=[N:14][C:13]=12)(=[O:8])=[O:7])([CH3:4])([CH3:3])[CH3:2]. The yield is 0.590. No catalyst specified. (2) The reactants are [NH2:1][C:2]1[N:7]=[CH:6][N:5]=[C:4]2[N:8]([CH:12]([C:14]3[O:15][C:16]4[C:21]([C:22](=[O:31])[C:23]=3[C:24]3[CH:29]=[CH:28][CH:27]=[C:26]([F:30])[CH:25]=3)=[CH:20][CH:19]=[CH:18][CH:17]=4)C)[N:9]=[C:10](I)[C:3]=12.C([N:39]1[C:47]2[C:42](=[CH:43][CH:44]=[C:45](B3OC(C)(C)C(C)(C)O3)[CH:46]=2)[C:41]([CH3:57])=[N:40]1)(OC(C)(C)C)=O.C(=O)([O-])[O-].[Na+].[Na+].ClCCl. The catalyst is CN(C=O)C.C(O)C.O. The product is [NH2:1][C:2]1[N:7]=[CH:6][N:5]=[C:4]2[N:8]([CH2:12][C:14]3[O:15][C:16]4[C:21]([C:22](=[O:31])[C:23]=3[C:24]3[CH:29]=[CH:28][CH:27]=[C:26]([F:30])[CH:25]=3)=[CH:20][CH:19]=[CH:18][CH:17]=4)[N:9]=[C:10]([C:45]3[CH:46]=[C:47]4[C:42]([C:41]([CH3:57])=[N:40][NH:39]4)=[CH:43][CH:44]=3)[C:3]=12. The yield is 0.200. (3) The reactants are [Cl:1][C:2]1[C:3]([CH:8]2[CH2:10][CH2:9]2)=[N:4][CH:5]=[CH:6][CH:7]=1.B1(B2OC(C)(C)C(C)(C)O2)OC(C)(C)C(C)(C)[O:12]1.S([O-])(O[O-])(=O)=O.[K+].[K+]. The catalyst is CCCCCCC.CC(C)=O.O.COC(C)(C)C. The product is [Cl:1][C:2]1[CH:7]=[C:6]([OH:12])[CH:5]=[N:4][C:3]=1[CH:8]1[CH2:10][CH2:9]1. The yield is 0.420. (4) The reactants are [NH2:1][C:2]1[CH:7]=[C:6]([F:8])[C:5]([F:9])=[CH:4][C:3]=1[NH2:10].[N:11]#[C:12]Br.C(=O)(O)[O-].[Na+]. The catalyst is O. The product is [F:8][C:6]1[C:5]([F:9])=[CH:4][C:3]2[NH:10][C:12]([NH2:11])=[N:1][C:2]=2[CH:7]=1. The yield is 0.590. (5) The product is [F:15][CH:16]([F:27])[O:17][C:18]1[CH:25]=[CH:24][C:21]([CH:22]([C:9]2([C:4]3[CH:5]=[C:6]([CH3:8])[CH:7]=[C:2]([F:1])[CH:3]=3)[S:10][CH2:11][CH2:12][CH2:13][S:14]2)[OH:23])=[CH:20][C:19]=1[CH3:26]. No catalyst specified. The reactants are [F:1][C:2]1[CH:3]=[C:4]([CH:9]2[S:14][CH2:13][CH2:12][CH2:11][S:10]2)[CH:5]=[C:6]([CH3:8])[CH:7]=1.[F:15][CH:16]([F:27])[O:17][C:18]1[CH:25]=[CH:24][C:21]([CH:22]=[O:23])=[CH:20][C:19]=1[CH3:26]. The yield is 0.240. (6) The reactants are [CH3:1][C:2]1[C:3]([C:19]([O:21]CC)=[O:20])=[C:4]2[CH:9]=[CH:8][CH:7]=[N:6][N:5]2[C:10]=1[C:11]([N:13]1[CH2:18][CH2:17][O:16][CH2:15][CH2:14]1)=[O:12].[OH-].[Na+].Cl. The catalyst is O1CCCC1.CO.O. The product is [CH3:1][C:2]1[C:3]([C:19]([OH:21])=[O:20])=[C:4]2[CH:9]=[CH:8][CH:7]=[N:6][N:5]2[C:10]=1[C:11]([N:13]1[CH2:14][CH2:15][O:16][CH2:17][CH2:18]1)=[O:12]. The yield is 0.877.